Predict the product of the given reaction. From a dataset of Forward reaction prediction with 1.9M reactions from USPTO patents (1976-2016). (1) The product is: [N:1]1([CH2:6][C:7]2[CH:23]=[CH:22][C:10]([CH2:11][N:12]3[CH:20]=[C:19]4[C:14]([N:15]=[CH:16][N:17]=[C:18]4[NH:32][CH2:31][C:29]4[CH:30]=[C:25]([Cl:24])[CH:26]=[CH:27][C:28]=4[O:33][CH3:34])=[N:13]3)=[CH:9][CH:8]=2)[CH:5]=[CH:4][CH:3]=[N:2]1. Given the reactants [N:1]1([CH2:6][C:7]2[CH:23]=[CH:22][C:10]([CH2:11][N:12]3[CH:20]=[C:19]4[C:14]([N:15]=[CH:16][N:17]=[C:18]4Cl)=[N:13]3)=[CH:9][CH:8]=2)[CH:5]=[CH:4][CH:3]=[N:2]1.[Cl:24][C:25]1[CH:26]=[CH:27][C:28]([O:33][CH3:34])=[C:29]([CH2:31][NH2:32])[CH:30]=1, predict the reaction product. (2) Given the reactants [O:1]=[S:2]1(=[O:33])[CH2:6][CH2:5][CH2:4][N:3]1[C:7]1[CH:8]=[CH:9][C:10]([C:16]([N:18]2[CH2:23][CH2:22][N:21]([C:24]3[C:29]([CH3:30])=[CH:28][C:27]([CH2:31][CH3:32])=[CH:26][N:25]=3)[CH2:20][CH2:19]2)=[O:17])=[C:11]([CH:15]=1)[C:12]([NH2:14])=[O:13].[C:34](O[C:34]([O:36][C:37]([CH3:40])([CH3:39])[CH3:38])=[O:35])([O:36][C:37]([CH3:40])([CH3:39])[CH3:38])=[O:35], predict the reaction product. The product is: [C:37]([O:36][C:34]([N:14]([C:34]([O:36][C:37]([CH3:40])([CH3:39])[CH3:38])=[O:35])[C:12](=[O:13])[C:11]1[CH:15]=[C:7]([N:3]2[CH2:4][CH2:5][CH2:6][S:2]2(=[O:1])=[O:33])[CH:8]=[CH:9][C:10]=1[C:16]([N:18]1[CH2:19][CH2:20][N:21]([C:24]2[C:29]([CH3:30])=[CH:28][C:27]([CH2:31][CH3:32])=[CH:26][N:25]=2)[CH2:22][CH2:23]1)=[O:17])=[O:35])([CH3:40])([CH3:39])[CH3:38]. (3) Given the reactants Cl.[NH2:2][C:3]1[N:8]=[CH:7][C:6]([OH:9])=[CH:5][CH:4]=1.[OH-].[K+].[O:12]=[C:13]1[C:21]([C:22](O)=[O:23])=[C:16]2[CH2:17][CH2:18][CH2:19][CH2:20][N:15]2[N:14]1[C:25]1[CH:30]=[CH:29][CH:28]=[CH:27][CH:26]=1.C1C=NC2N(O)N=NC=2C=1.CCN=C=NCCCN(C)C, predict the reaction product. The product is: [OH:9][C:6]1[CH:5]=[CH:4][C:3]([NH:2][C:22]([C:21]2[C:13](=[O:12])[N:14]([C:25]3[CH:30]=[CH:29][CH:28]=[CH:27][CH:26]=3)[N:15]3[CH2:20][CH2:19][CH2:18][CH2:17][C:16]=23)=[O:23])=[N:8][CH:7]=1. (4) Given the reactants N1C2C(=CC=CC=2)C=CC=1.C([O:18][C:19]1[CH:24]=[CH:23][C:22]([CH:25]([C:31]#[C:32][CH3:33])[CH2:26][C:27]([O:29][CH3:30])=[O:28])=[CH:21][CH:20]=1)C1C=CC=CC=1, predict the reaction product. The product is: [OH:18][C:19]1[CH:20]=[CH:21][C:22]([CH:25]([CH2:31][CH2:32][CH3:33])[CH2:26][C:27]([O:29][CH3:30])=[O:28])=[CH:23][CH:24]=1. (5) Given the reactants [C:1](Cl)(Cl)=[S:2].[CH3:5][C:6]1[O:10][C:9]([C:11]2[CH:16]=[CH:15][C:14]([NH:17][C:18]3([C:22]#[N:23])[CH2:21][CH2:20][CH2:19]3)=[CH:13][CH:12]=2)=[CH:8][CH:7]=1.N[C:25]1[CH:26]=[C:27]([CH3:33])[C:28]([C:31]#[N:32])=[N:29][CH:30]=1.Cl.CC(N(C)C)=[O:37], predict the reaction product. The product is: [CH3:33][C:27]1[C:28]([C:31]#[N:32])=[N:29][CH:30]=[C:25]([N:23]2[C:22](=[O:37])[C:18]3([CH2:21][CH2:20][CH2:19]3)[N:17]([C:14]3[CH:15]=[CH:16][C:11]([C:9]4[O:10][C:6]([CH3:5])=[CH:7][CH:8]=4)=[CH:12][CH:13]=3)[C:1]2=[S:2])[CH:26]=1. (6) Given the reactants [OH:1][CH2:2][C:3]1[CH:4]=[C:5]([CH:16]=[CH:17][CH:18]=1)[CH2:6][CH:7]([C:12]([O:14][CH3:15])=[O:13])[C:8]([O:10][CH3:11])=[O:9].[CH3:19][O:20][C:21]1[CH:26]=[CH:25][C:24]([N:27]=[C:28]=[O:29])=[CH:23][CH:22]=1, predict the reaction product. The product is: [CH3:19][O:20][C:21]1[CH:26]=[CH:25][C:24]([NH:27][C:28]([O:1][CH2:2][C:3]2[CH:4]=[C:5]([CH:16]=[CH:17][CH:18]=2)[CH2:6][CH:7]([C:8]([O:10][CH3:11])=[O:9])[C:12]([O:14][CH3:15])=[O:13])=[O:29])=[CH:23][CH:22]=1. (7) The product is: [NH:32]1[C:14]([C:13]2[CH:16]=[CH:17][C:10]([CH:9]3[CH2:8][O:7][CH2:6][C:5]4=[CH:1][N:2]=[CH:3][N:4]34)=[CH:11][CH:12]=2)=[N:15][N:34]=[N:33]1. Given the reactants [CH:1]1[N:2]=[CH:3][N:4]2[CH:9]([C:10]3[CH:17]=[CH:16][C:13]([C:14]#[N:15])=[CH:12][CH:11]=3)[CH2:8][O:7][CH2:6][C:5]=12.C([Sn](=O)CCCC)CCC.C[Si]([N:32]=[N+:33]=[N-:34])(C)C, predict the reaction product. (8) Given the reactants [CH3:1][C:2]1[C:6]([C:7]2[CH:8]=[C:9]([C:31]([NH2:33])=[O:32])[C:10]3[NH:11][C:12]4[C:17]([C:18]=3[C:19]=2[F:20])=[CH:16][CH:15]=[C:14]([C:21]([N:23]2[CH2:28][C@H:27]([CH3:29])[O:26][C@H:25]([CH3:30])[CH2:24]2)=[O:22])[CH:13]=4)=[C:5]([CH3:34])[O:4][N:3]=1.C(=O)([O-])[O-].[K+].[K+].BrC1C=C2C(=CC=1Br)N([CH2:56][CH:57]1[CH2:59][CH2:58]1)C1C(C(N)=O)=CC(C3C(C)=NOC=3C)=CC2=1.BrCC1CC1, predict the reaction product. The product is: [CH:57]1([CH2:56][N:11]2[C:10]3[C:9]([C:31]([NH2:33])=[O:32])=[CH:8][C:7]([C:6]4[C:2]([CH3:1])=[N:3][O:4][C:5]=4[CH3:34])=[C:19]([F:20])[C:18]=3[C:17]3[C:12]2=[CH:13][C:14]([C:21]([N:23]2[CH2:28][C@H:27]([CH3:29])[O:26][C@H:25]([CH3:30])[CH2:24]2)=[O:22])=[CH:15][CH:16]=3)[CH2:59][CH2:58]1. (9) The product is: [CH3:14][N:13]([CH3:15])[CH:12]=[C:7]([C:5]1[NH:4][N:3]=[C:2]([CH3:1])[CH:6]=1)[C:8]#[N:9]. Given the reactants [CH3:1][C:2]1[CH:6]=[C:5]([CH2:7][C:8]#[N:9])[NH:4][N:3]=1.CO[CH:12](OC)[N:13]([CH3:15])[CH3:14], predict the reaction product.